From a dataset of CYP2C19 inhibition data for predicting drug metabolism from PubChem BioAssay. Regression/Classification. Given a drug SMILES string, predict its absorption, distribution, metabolism, or excretion properties. Task type varies by dataset: regression for continuous measurements (e.g., permeability, clearance, half-life) or binary classification for categorical outcomes (e.g., BBB penetration, CYP inhibition). Dataset: cyp2c19_veith. (1) The compound is Clc1ccc(/C=N/c2c(-c3ccc(Cl)cc3)nc3n2CCS3)cc1. The result is 1 (inhibitor). (2) The drug is Nc1ccc(-c2ccc(Nc3cc(S(=O)(=O)O)c(N)c4c3C(=O)c3ccccc3C4=O)cc2)c(S(=O)(=O)O)c1. The result is 0 (non-inhibitor). (3) The drug is COc1cc(C2C(C#N)=C(N)N(c3sc4c(c3C#N)CCCC4)C3=C2C(=O)CC(C)(C)C3)cc(OC)c1OC. The result is 1 (inhibitor). (4) The result is 1 (inhibitor). The compound is CCN(CC)S(=O)(=O)c1cc(-c2nn(C)c(=O)c3ccccc23)ccc1C. (5) The molecule is CC(CCN)(CCN)[N+](=O)[O-]. The result is 0 (non-inhibitor).